Regression. Given a peptide amino acid sequence and an MHC pseudo amino acid sequence, predict their binding affinity value. This is MHC class II binding data. From a dataset of Peptide-MHC class II binding affinity with 134,281 pairs from IEDB. The peptide sequence is AFILDGDNLFPPV. The MHC is HLA-DQA10501-DQB10201 with pseudo-sequence HLA-DQA10501-DQB10201. The binding affinity (normalized) is 0.770.